This data is from Full USPTO retrosynthesis dataset with 1.9M reactions from patents (1976-2016). The task is: Predict the reactants needed to synthesize the given product. (1) Given the product [CH2:15]([N:10]([CH2:11][CH2:12][CH2:13][CH3:14])[C:9]([C:7]1[N:6]=[C:5]([C:20]2[CH:29]=[CH:28][C:23]([C:24]([O:26][CH3:27])=[O:25])=[CH:22][C:21]=2[C:30]([O:32][CH2:33][C:34]2[CH:39]=[CH:38][CH:37]=[CH:36][CH:35]=2)=[O:31])[N:4]([CH2:3][CH2:2][N:53]2[CH2:54][CH2:55][N:50]([CH3:49])[CH2:51][CH2:52]2)[CH:8]=1)=[O:19])[CH2:16][CH2:17][CH3:18], predict the reactants needed to synthesize it. The reactants are: Cl[CH2:2][CH2:3][N:4]1[CH:8]=[C:7]([C:9](=[O:19])[N:10]([CH2:15][CH2:16][CH2:17][CH3:18])[CH2:11][CH2:12][CH2:13][CH3:14])[N:6]=[C:5]1[C:20]1[CH:29]=[CH:28][C:23]([C:24]([O:26][CH3:27])=[O:25])=[CH:22][C:21]=1[C:30]([O:32][CH2:33][C:34]1[CH:39]=[CH:38][CH:37]=[CH:36][CH:35]=1)=[O:31].C(N(C(C)C)CC)(C)C.[CH3:49][N:50]1[CH2:55][CH2:54][NH:53][CH2:52][CH2:51]1. (2) Given the product [Cl:8][C:7]1[CH:6]=[CH:5][C:4]([S:9]([N:12]([CH2:19][CH3:20])[C:13]2[CH:18]=[CH:17][CH:16]=[CH:15][CH:14]=2)(=[O:10])=[O:11])=[CH:3][C:2]=1[NH:1][C:22]([NH:21][C:24]1[CH:31]=[CH:30][CH:29]=[CH:28][C:25]=1[C:26]#[N:27])=[O:23], predict the reactants needed to synthesize it. The reactants are: [NH2:1][C:2]1[CH:3]=[C:4]([S:9]([N:12]([CH2:19][CH3:20])[C:13]2[CH:18]=[CH:17][CH:16]=[CH:15][CH:14]=2)(=[O:11])=[O:10])[CH:5]=[CH:6][C:7]=1[Cl:8].[N:21]([C:24]1[CH:31]=[CH:30][CH:29]=[CH:28][C:25]=1[C:26]#[N:27])=[C:22]=[O:23]. (3) Given the product [F:1][CH2:2][CH:3]([O:6][CH2:7][C:8]([OH:10])=[O:9])[CH2:4][F:5], predict the reactants needed to synthesize it. The reactants are: [F:1][CH2:2][CH:3]([O:6][CH2:7][C:8]([O:10]CC1C=CC=CC=1)=[O:9])[CH2:4][F:5].O.[OH-].[Li+]. (4) Given the product [NH2:17][CH:10]([C:11]1[CH:12]=[CH:13][CH:14]=[CH:15][CH:16]=1)[C:9]([N:8]([C:6]1[CH:7]=[C:2]([Cl:1])[CH:3]=[CH:4][C:5]=1[O:32][CH3:33])[CH2:20][CH2:21][C:22]1[CH:27]=[CH:26][C:25]([C:28]([F:30])([F:31])[F:29])=[CH:24][CH:23]=1)=[O:19], predict the reactants needed to synthesize it. The reactants are: [Cl:1][C:2]1[CH:3]=[CH:4][C:5]([O:32][CH3:33])=[C:6]([N:8]([CH2:20][CH2:21][C:22]2[CH:27]=[CH:26][C:25]([C:28]([F:31])([F:30])[F:29])=[CH:24][CH:23]=2)[C:9](=[O:19])[C:10](=[N:17]O)[C:11]2[CH:16]=[CH:15][CH:14]=[CH:13][CH:12]=2)[CH:7]=1.C(O)(C(F)(F)F)=O. (5) Given the product [CH3:1][O:2][C:3](=[O:19])[CH2:4][CH2:5][CH2:6][CH2:7][CH2:8][CH2:9][N:10]1[C:15](=[O:16])[CH2:14][CH2:13][CH2:12][C@@H:11]1[CH2:17][OH:18], predict the reactants needed to synthesize it. The reactants are: [CH3:1][O:2][C:3](=[O:19])[CH2:4][CH2:5][CH2:6][C:7]#[C:8][CH2:9][N:10]1[C:15](=[O:16])[CH2:14][CH2:13][CH2:12][C@@H:11]1[CH2:17][OH:18].[H][H]. (6) Given the product [Cl:1][C:2]1[CH:7]=[CH:6][CH:5]=[CH:4][C:3]=1[CH:8]([NH:18][C:19]([C:21]1[CH:29]=[C:28]2[C:24]([CH:25]=[CH:26][NH:27]2)=[CH:23][CH:22]=1)=[O:20])[CH2:9][O:10][CH2:11][CH:12]1[CH2:17][CH2:16][N:15]([CH:31]([CH3:33])[CH3:30])[CH2:14][CH2:13]1, predict the reactants needed to synthesize it. The reactants are: [Cl:1][C:2]1[CH:7]=[CH:6][CH:5]=[CH:4][C:3]=1[CH:8]([NH:18][C:19]([C:21]1[CH:29]=[C:28]2[C:24]([CH:25]=[CH:26][NH:27]2)=[CH:23][CH:22]=1)=[O:20])[CH2:9][O:10][CH2:11][CH:12]1[CH2:17][CH2:16][NH:15][CH2:14][CH2:13]1.[CH3:30][C:31]([CH3:33])=O.